From a dataset of Full USPTO retrosynthesis dataset with 1.9M reactions from patents (1976-2016). Predict the reactants needed to synthesize the given product. (1) Given the product [CH2:16]([O:17][C:18](=[O:25])[CH2:19][C:20]1[N:9]=[C:7]([C:6]2[CH:5]=[CH:4][C:3]([S:2]([F:12])([F:13])([F:14])([F:15])[F:1])=[CH:11][CH:10]=2)[S:8][C:21]=1[CH3:22])[CH3:26], predict the reactants needed to synthesize it. The reactants are: [F:1][S:2]([F:15])([F:14])([F:13])([F:12])[C:3]1[CH:11]=[CH:10][C:6]([C:7]([NH2:9])=[S:8])=[CH:5][CH:4]=1.[CH3:16][O:17][C:18](=[O:25])[CH2:19][C:20](=O)[CH:21](Br)[CH3:22].[CH2:26](OC(=O)C)C. (2) The reactants are: O=[C:2]1[CH2:6][CH2:5][CH2:4][CH:3]1[C:7]([O:9]C)=O.[Br:11][C:12]1[CH:20]=[CH:19][C:15]([C:16](=[NH:18])[NH2:17])=[CH:14][CH:13]=1. Given the product [Br:11][C:12]1[CH:20]=[CH:19][C:15]([C:16]2[N:17]=[C:7]([OH:9])[C:3]3[CH2:4][CH2:5][CH2:6][C:2]=3[N:18]=2)=[CH:14][CH:13]=1, predict the reactants needed to synthesize it.